This data is from Catalyst prediction with 721,799 reactions and 888 catalyst types from USPTO. The task is: Predict which catalyst facilitates the given reaction. (1) Reactant: [CH3:1][N:2]([CH3:17])[CH2:3][CH2:4][NH:5][CH2:6][C:7]1[CH:16]=[CH:15][C:10]([C:11]([O:13][CH3:14])=[O:12])=[CH:9][CH:8]=1.[CH2:18]([N:22]=[C:23]=[O:24])[CH2:19][CH2:20][CH3:21].C(=O)([O-])O.[Na+]. Product: [CH2:18]([NH:22][C:23]([N:5]([CH2:6][C:7]1[CH:8]=[CH:9][C:10]([C:11]([O:13][CH3:14])=[O:12])=[CH:15][CH:16]=1)[CH2:4][CH2:3][N:2]([CH3:1])[CH3:17])=[O:24])[CH2:19][CH2:20][CH3:21]. The catalyst class is: 366. (2) Reactant: Br[C:2]1[CH:3]=[C:4]([CH2:9][NH:10][C:11]([C:13]2[CH:18]=[CH:17][CH:16]=[C:15]([C:19]([NH:21][CH2:22][C:23]3[C:24]([NH:36][CH:37]4[CH2:42][CH2:41][O:40][CH2:39][CH2:38]4)=[C:25]4[CH:33]=[N:32][N:31]([CH2:34][CH3:35])[C:26]4=[N:27][C:28]=3[CH2:29][CH3:30])=[O:20])[N:14]=2)=[O:12])[CH:5]=[CH:6][C:7]=1[CH3:8].[CH3:43][C@H:44]1[CH2:49][N:48]([CH2:50][C:51]2[CH:56]=[CH:55][CH:54]=[C:53](B3OC(C)(C)C(C)(C)O3)[CH:52]=2)[CH2:47][CH2:46][N:45]1[C:66]([O:68][C:69]([CH3:72])([CH3:71])[CH3:70])=[O:67].C([O-])([O-])=O.[Na+].[Na+]. Product: [CH2:34]([N:31]1[C:26]2=[N:27][C:28]([CH2:29][CH3:30])=[C:23]([CH2:22][NH:21][C:19]([C:15]3[N:14]=[C:13]([C:11]([NH:10][CH2:9][C:4]4[CH:5]=[CH:6][C:7]([CH3:8])=[C:2]([C:55]5[CH:54]=[CH:53][CH:52]=[C:51]([CH2:50][N:48]6[CH2:47][CH2:46][N:45]([C:66]([O:68][C:69]([CH3:72])([CH3:71])[CH3:70])=[O:67])[C@@H:44]([CH3:43])[CH2:49]6)[CH:56]=5)[CH:3]=4)=[O:12])[CH:18]=[CH:17][CH:16]=3)=[O:20])[C:24]([NH:36][CH:37]3[CH2:42][CH2:41][O:40][CH2:39][CH2:38]3)=[C:25]2[CH:33]=[N:32]1)[CH3:35]. The catalyst class is: 117. (3) Reactant: [F:1][C:2]([F:14])([F:13])[O:3][C:4]1[CH:5]=[C:6]([CH:10]=[CH:11][CH:12]=1)[C:7]([OH:9])=O.C(Cl)(=O)C(Cl)=O.CN(C)C=O.[NH2:26][C:27]1[C:28]([F:52])=[CH:29][C:30]([Cl:51])=[C:31]([CH:50]=1)[O:32][C:33]1[CH:47]=[CH:46][C:36]2[N:37]=[C:38]([NH:40][C:41]([CH:43]3[CH2:45][CH2:44]3)=[O:42])[S:39][C:35]=2[C:34]=1[C:48]#[N:49]. Product: [Cl:51][C:30]1[C:31]([O:32][C:33]2[CH:47]=[CH:46][C:36]3[N:37]=[C:38]([NH:40][C:41]([CH:43]4[CH2:45][CH2:44]4)=[O:42])[S:39][C:35]=3[C:34]=2[C:48]#[N:49])=[CH:50][C:27]([NH:26][C:7](=[O:9])[C:6]2[CH:10]=[CH:11][CH:12]=[C:4]([O:3][C:2]([F:1])([F:14])[F:13])[CH:5]=2)=[C:28]([F:52])[CH:29]=1. The catalyst class is: 54.